Task: Regression. Given two drug SMILES strings and cell line genomic features, predict the synergy score measuring deviation from expected non-interaction effect.. Dataset: NCI-60 drug combinations with 297,098 pairs across 59 cell lines (1) Drug 1: CC1=C2C(C(=O)C3(C(CC4C(C3C(C(C2(C)C)(CC1OC(=O)C(C(C5=CC=CC=C5)NC(=O)C6=CC=CC=C6)O)O)OC(=O)C7=CC=CC=C7)(CO4)OC(=O)C)O)C)OC(=O)C. Drug 2: CNC(=O)C1=NC=CC(=C1)OC2=CC=C(C=C2)NC(=O)NC3=CC(=C(C=C3)Cl)C(F)(F)F. Cell line: SK-MEL-5. Synergy scores: CSS=37.3, Synergy_ZIP=7.98, Synergy_Bliss=10.2, Synergy_Loewe=3.33, Synergy_HSA=11.2. (2) Drug 1: C1=NC(=NC(=O)N1C2C(C(C(O2)CO)O)O)N. Drug 2: C(=O)(N)NO. Cell line: PC-3. Synergy scores: CSS=32.0, Synergy_ZIP=-8.50, Synergy_Bliss=-0.115, Synergy_Loewe=-34.7, Synergy_HSA=1.30. (3) Drug 1: CC1=CC2C(CCC3(C2CCC3(C(=O)C)OC(=O)C)C)C4(C1=CC(=O)CC4)C. Drug 2: CCC1(CC2CC(C3=C(CCN(C2)C1)C4=CC=CC=C4N3)(C5=C(C=C6C(=C5)C78CCN9C7C(C=CC9)(C(C(C8N6C)(C(=O)OC)O)OC(=O)C)CC)OC)C(=O)OC)O.OS(=O)(=O)O. Cell line: LOX IMVI. Synergy scores: CSS=24.8, Synergy_ZIP=1.21, Synergy_Bliss=3.30, Synergy_Loewe=-32.4, Synergy_HSA=4.30. (4) Drug 2: CCC1=C2CN3C(=CC4=C(C3=O)COC(=O)C4(CC)O)C2=NC5=C1C=C(C=C5)O. Cell line: M14. Drug 1: CCCS(=O)(=O)NC1=C(C(=C(C=C1)F)C(=O)C2=CNC3=C2C=C(C=N3)C4=CC=C(C=C4)Cl)F. Synergy scores: CSS=43.1, Synergy_ZIP=-4.70, Synergy_Bliss=-4.26, Synergy_Loewe=-4.70, Synergy_HSA=-0.852. (5) Drug 1: C1CCC(CC1)NC(=O)N(CCCl)N=O. Drug 2: C1=CN(C(=O)N=C1N)C2C(C(C(O2)CO)O)O.Cl. Cell line: MDA-MB-435. Synergy scores: CSS=13.7, Synergy_ZIP=-1.00, Synergy_Bliss=6.37, Synergy_Loewe=-3.25, Synergy_HSA=3.21. (6) Cell line: A549. Drug 1: CCCS(=O)(=O)NC1=C(C(=C(C=C1)F)C(=O)C2=CNC3=C2C=C(C=N3)C4=CC=C(C=C4)Cl)F. Synergy scores: CSS=10.9, Synergy_ZIP=0.440, Synergy_Bliss=6.06, Synergy_Loewe=-0.0446, Synergy_HSA=3.93. Drug 2: CC1CCCC2(C(O2)CC(NC(=O)CC(C(C(=O)C(C1O)C)(C)C)O)C(=CC3=CSC(=N3)C)C)C. (7) Drug 1: C1CN1P(=S)(N2CC2)N3CC3. Drug 2: CN(CCCl)CCCl.Cl. Cell line: CAKI-1. Synergy scores: CSS=21.9, Synergy_ZIP=-5.83, Synergy_Bliss=-3.40, Synergy_Loewe=-7.76, Synergy_HSA=-1.18.